From a dataset of Full USPTO retrosynthesis dataset with 1.9M reactions from patents (1976-2016). Predict the reactants needed to synthesize the given product. (1) Given the product [CH3:16][N:17]([CH3:27])[C:18]1[N:19]([CH2:2][C:3]2[C:12]3[C:7](=[C:8]([F:14])[C:9]([F:13])=[CH:10][CH:11]=3)[NH:6][C:5](=[O:15])[CH:4]=2)[C:20]2[CH:26]=[CH:25][CH:24]=[CH:23][C:21]=2[N:22]=1, predict the reactants needed to synthesize it. The reactants are: Br[CH2:2][C:3]1[C:12]2[C:7](=[C:8]([F:14])[C:9]([F:13])=[CH:10][CH:11]=2)[NH:6][C:5](=[O:15])[CH:4]=1.[CH3:16][N:17]([CH3:27])[C:18]1[NH:22][C:21]2[CH:23]=[CH:24][CH:25]=[CH:26][C:20]=2[N:19]=1. (2) Given the product [CH2:26]1[C:34]2[C:29](=[CH:30][CH:31]=[CH:32][CH:33]=2)[CH2:28][CH:27]1[O:35][C:47]1[CH:46]=[C:45]2[C:50](=[CH:49][CH:48]=1)[CH:41]([CH2:40][C:39]([O:38][CH2:36][CH3:37])=[O:52])[CH2:42][CH2:43][CH2:44]2, predict the reactants needed to synthesize it. The reactants are: C(P(CCCC)CCCC)CCC.CN(C(/N=N/C(N(C)C)=O)=O)C.[CH2:26]1[C:34]2[C:29](=[CH:30][CH:31]=[CH:32][CH:33]=2)[CH2:28][CH:27]1[OH:35].[CH2:36]([O:38][C:39](=[O:52])[CH2:40][CH:41]1[C:50]2[C:45](=[CH:46][C:47](O)=[CH:48][CH:49]=2)[CH2:44][CH2:43][CH2:42]1)[CH3:37].